Dataset: Full USPTO retrosynthesis dataset with 1.9M reactions from patents (1976-2016). Task: Predict the reactants needed to synthesize the given product. (1) Given the product [F:20][C:21]1[CH:22]=[C:23]([CH:24]=[CH:25][CH:26]=1)[O:27][C:2]1[C:11]2[C:6](=[CH:7][C:8]([O:12][CH3:13])=[CH:9][CH:10]=2)[CH:5]=[C:4]([NH:14][C:15]2[CH:19]=[CH:18][NH:17][N:16]=2)[N:3]=1, predict the reactants needed to synthesize it. The reactants are: Cl[C:2]1[C:11]2[C:6](=[CH:7][C:8]([O:12][CH3:13])=[CH:9][CH:10]=2)[CH:5]=[C:4]([NH:14][C:15]2[CH:19]=[CH:18][NH:17][N:16]=2)[N:3]=1.[F:20][C:21]1[CH:22]=[C:23]([OH:27])[CH:24]=[CH:25][CH:26]=1. (2) Given the product [Br:1][C:2]1[N:3]=[C:4]([C:15]2[CH:16]=[CH:17][C:18]([F:21])=[CH:19][CH:20]=2)[NH:5][CH:6]=1, predict the reactants needed to synthesize it. The reactants are: [Br:1][C:2]1[N:3]=[C:4]([C:15]2[CH:20]=[CH:19][C:18]([F:21])=[CH:17][CH:16]=2)[N:5](COCC[Si](C)(C)C)[CH:6]=1.Cl.O.